Dataset: Reaction yield outcomes from USPTO patents with 853,638 reactions. Task: Predict the reaction yield, written as a fraction of the theoretical maximum amount of product (1.0 means a 100% yield; for example, 0.34 means a 34% yield). (1) The reactants are [Cl:1][C:2]1[C:7](=[O:8])[C:6]([OH:9])=[CH:5][N:4]([CH3:10])[C:3]=1[CH3:11].C(=O)([O-])[O-].[K+].[K+].C[O:19][CH:20](O)[C:21]([F:24])([F:23])[F:22]. The catalyst is CO. The product is [Cl:1][C:2]1[C:7](=[O:8])[C:6]([OH:9])=[C:5]([CH:20]([OH:19])[C:21]([F:24])([F:23])[F:22])[N:4]([CH3:10])[C:3]=1[CH3:11]. The yield is 0.850. (2) The reactants are C([O-])([O-])=O.[Cs+].[Cs+].[NH:7]1[CH:11]=[N:10][C:9]([C:12]2[CH:21]=[CH:20][C:15]([C:16]([O:18]C)=[O:17])=[CH:14][CH:13]=2)=[N:8]1.Br[C:23]1[CH:28]=[CH:27][C:26]([O:29][C:30]([F:36])([F:35])[C:31]([F:34])([F:33])[F:32])=[CH:25][CH:24]=1.N1C2C(=CC=CC=2O)C=CC=1. The yield is 0.650. The catalyst is [Cu]I.O.CN(C=O)C. The product is [F:35][C:30]([F:36])([O:29][C:26]1[CH:25]=[CH:24][C:23]([N:7]2[CH:11]=[N:10][C:9]([C:12]3[CH:21]=[CH:20][C:15]([C:16]([OH:18])=[O:17])=[CH:14][CH:13]=3)=[N:8]2)=[CH:28][CH:27]=1)[C:31]([F:32])([F:34])[F:33]. (3) The reactants are [C:1]([O:5][C:6](=[O:37])[CH2:7][CH:8]([NH:15][S:16]([C:19]1[CH:24]=[CH:23][C:22]([NH:25][C:26](=[O:28])[CH3:27])=[CH:21][C:20]=1[O:29]CC1C=CC=CC=1)(=[O:18])=[O:17])[C:9]([N:11]([O:13][CH3:14])[CH3:12])=[O:10])([CH3:4])([CH3:3])[CH3:2].[H][H]. The catalyst is CO.[Pd]. The product is [C:1]([O:5][C:6](=[O:37])[CH2:7][CH:8]([NH:15][S:16]([C:19]1[CH:24]=[CH:23][C:22]([NH:25][C:26](=[O:28])[CH3:27])=[CH:21][C:20]=1[OH:29])(=[O:18])=[O:17])[C:9]([N:11]([O:13][CH3:14])[CH3:12])=[O:10])([CH3:4])([CH3:2])[CH3:3]. The yield is 0.850. (4) The reactants are C1(C2C=CC(C[N:12]([C:28]3[CH:38]=[CH:37][C:31]([CH2:32][P:33](=[O:36])([OH:35])[OH:34])=[CH:30][CH:29]=3)[C:13](=[O:27])[C:14]3[CH:19]=[CH:18][C:17]([O:20][C:21]4[CH:26]=[CH:25][CH:24]=[CH:23][CH:22]=4)=[CH:16][CH:15]=3)=CC=2)CCCCC1.O(C1C=CC(C(NC2C=CC(CP(=O)(OCC)OCC)=CC=2)=O)=CC=1)C1C=CC=CC=1.C[Si](Br)(C)C. The catalyst is C(Cl)Cl. The product is [O:20]([C:17]1[CH:18]=[CH:19][C:14]([C:13]([NH:12][C:28]2[CH:38]=[CH:37][C:31]([CH2:32][P:33](=[O:34])([OH:36])[OH:35])=[CH:30][CH:29]=2)=[O:27])=[CH:15][CH:16]=1)[C:21]1[CH:22]=[CH:23][CH:24]=[CH:25][CH:26]=1. The yield is 1.00. (5) The reactants are Cl.[NH:2]1[CH2:7][CH2:6][CH:5]([O:8][CH2:9][C:10]([O:12]C)=[O:11])[CH2:4][CH2:3]1.[OH-].[Na+].[C:16](O[C:16]([O:18][C:19]([CH3:22])([CH3:21])[CH3:20])=[O:17])([O:18][C:19]([CH3:22])([CH3:21])[CH3:20])=[O:17].Cl. The catalyst is C1COCC1. The product is [C:19]([O:18][C:16]([N:2]1[CH2:3][CH2:4][CH:5]([O:8][CH2:9][C:10]([OH:12])=[O:11])[CH2:6][CH2:7]1)=[O:17])([CH3:22])([CH3:21])[CH3:20]. The yield is 0.890. (6) The reactants are [F:1][C:2]1[CH:7]=[C:6]([OH:8])[CH:5]=[C:4]([F:9])[C:3]=1[C:10]1[N:15]=[C:14]([C:16]([O:18][CH3:19])=[O:17])[CH:13]=[CH:12][C:11]=1[F:20].Br[CH2:22][CH:23]1[CH2:28][CH2:27][O:26][CH2:25][CH2:24]1.C([O-])([O-])=O.[K+].[K+]. The catalyst is CN(C=O)C. The product is [F:1][C:2]1[CH:7]=[C:6]([O:8][CH2:22][CH:23]2[CH2:28][CH2:27][O:26][CH2:25][CH2:24]2)[CH:5]=[C:4]([F:9])[C:3]=1[C:10]1[N:15]=[C:14]([C:16]([O:18][CH3:19])=[O:17])[CH:13]=[CH:12][C:11]=1[F:20]. The yield is 1.00. (7) The reactants are [Cl:1][C:2]1[CH:7]=[CH:6][C:5]([CH:8](O)[C:9]2[C:18]3[C:17](=[O:19])[N:16]([CH2:20][CH2:21][CH2:22][O:23][CH:24]4CCCC[O:25]4)[C:15](=[O:30])[N:14]([CH3:31])[C:13]=3[N:12]=[CH:11][C:10]=2[O:32][C:33]2[CH:34]=[N:35][CH:36]=[C:37]([C:39]([F:42])([F:41])[F:40])[CH:38]=2)=[CH:4][CH:3]=1. The catalyst is C(O)=O.[Zn]. The product is [CH:24]([O:23][CH2:22][CH2:21][CH2:20][N:16]1[C:17](=[O:19])[C:18]2[C:9]([CH2:8][C:5]3[CH:4]=[CH:3][C:2]([Cl:1])=[CH:7][CH:6]=3)=[C:10]([O:32][C:33]3[CH:34]=[N:35][CH:36]=[C:37]([C:39]([F:41])([F:42])[F:40])[CH:38]=3)[CH:11]=[N:12][C:13]=2[N:14]([CH3:31])[C:15]1=[O:30])=[O:25]. The yield is 0.298. (8) The product is [C:21]([CH2:23][C:24]([NH:1][C:2]1[CH:3]=[C:4]([Cl:20])[C:5]([C:9]([N:11]2[C:19]3[CH:18]=[CH:17][N:16]=[CH:15][C:14]=3[CH:13]=[CH:12]2)=[O:10])=[C:6]([Cl:8])[CH:7]=1)=[O:25])#[N:22]. The catalyst is CN(C)C=O. The reactants are [NH2:1][C:2]1[CH:7]=[C:6]([Cl:8])[C:5]([C:9]([N:11]2[C:19]3[CH:18]=[CH:17][N:16]=[CH:15][C:14]=3[CH:13]=[CH:12]2)=[O:10])=[C:4]([Cl:20])[CH:3]=1.[C:21]([CH2:23][C:24](O)=[O:25])#[N:22].OC1C2N=NNC=2C=CC=1.C(N=C=NCCCN(C)C)C.C(N(CC)C(C)C)(C)C. The yield is 0.120. (9) The reactants are [F:1][CH:2]([F:20])[C:3]1[C:4]2[CH:11]=[CH:10][N:9](COCC[Si](C)(C)C)[C:5]=2[N:6]=[CH:7][N:8]=1.FC(F)(F)C(O)=O.[OH-].[NH4+].C(N)CN. The catalyst is C(Cl)Cl. The product is [F:20][CH:2]([F:1])[C:3]1[C:4]2[CH:11]=[CH:10][NH:9][C:5]=2[N:6]=[CH:7][N:8]=1. The yield is 0.730.